From a dataset of hERG Central: cardiac toxicity at 1µM, 10µM, and general inhibition. Predict hERG channel inhibition at various concentrations. (1) Results: hERG_inhib (hERG inhibition (general)): blocker. The compound is O=c1oc2ccccc2c(N2CCCCC2)c1CN1CCCC1. (2) The compound is Cn1c(OCc2cccnc2)nc2c1c(=O)n(Cc1ccccc1)c(=O)n2C. Results: hERG_inhib (hERG inhibition (general)): blocker. (3) The compound is CCCCN(C)CCNC(=O)CN1C(=O)CSc2ccc(S(=O)(=O)N3CCCCC3)cc21. Results: hERG_inhib (hERG inhibition (general)): blocker. (4) The molecule is CCOc1ccc(-n2c(-c3ccccc3)c[n+]3c2CCCCC3)cc1.[Br-]. Results: hERG_inhib (hERG inhibition (general)): blocker. (5) The compound is O=C(NCCN1C(=O)S/C(=C\c2cccnc2)C1=O)c1cc(S(=O)(=O)N2CCOCC2)ccc1F. Results: hERG_inhib (hERG inhibition (general)): blocker. (6) The molecule is CCCCCOc1ccc(Br)cc1/C(C)=N/NC1=NCCN1. Results: hERG_inhib (hERG inhibition (general)): blocker. (7) The drug is O=C(CN1CCN(CC(=O)Nc2ccccc2Cl)CC1)Nc1ccc(F)c(F)c1. Results: hERG_inhib (hERG inhibition (general)): blocker. (8) The drug is CCOc1ccc(NC(=O)NCCCn2c(C)nc3cc(C)c(C)cc32)cc1. Results: hERG_inhib (hERG inhibition (general)): blocker. (9) The drug is COc1cc(CNCCc2ccc(F)cc2)ccc1OCc1ccc(Cl)nc1.Cl. Results: hERG_inhib (hERG inhibition (general)): blocker.